Dataset: Reaction yield outcomes from USPTO patents with 853,638 reactions. Task: Predict the reaction yield, written as a fraction of the theoretical maximum amount of product (1.0 means a 100% yield; for example, 0.34 means a 34% yield). (1) The reactants are [F:1][C:2]1[C:10]2[O:9][C:8]([NH:11][C:12]3[CH:17]=[CH:16][CH:15]=[CH:14][C:13]=3[CH3:18])=[N:7][C:6]=2[CH:5]=[CH:4][C:3]=1[CH2:19][C:20]([OH:22])=O.[F:23][C@@H:24]1[CH2:28][NH:27][C@H:26]([CH2:29][O:30][C:31]2[CH:40]=[CH:39][C:34]([C:35]([O:37]C)=[O:36])=[CH:33][CH:32]=2)[CH2:25]1.CCN=C=NCCCN(C)C.Cl.C1C=CC2N(O)N=NC=2C=1.C(N(CC)CC)C. The catalyst is CN(C=O)C. The product is [F:1][C:2]1[C:10]2[O:9][C:8]([NH:11][C:12]3[CH:17]=[CH:16][CH:15]=[CH:14][C:13]=3[CH3:18])=[N:7][C:6]=2[CH:5]=[CH:4][C:3]=1[CH2:19][C:20]([N:27]1[CH2:28][C@@H:24]([F:23])[CH2:25][C@H:26]1[CH2:29][O:30][C:31]1[CH:40]=[CH:39][C:34]([C:35]([OH:37])=[O:36])=[CH:33][CH:32]=1)=[O:22]. The yield is 0.920. (2) The reactants are [CH:1]([N:4]1[CH2:9][CH2:8][CH:7]([O:10][C:11]2[CH:19]=[CH:18][C:17]3[N:16]4[CH2:20][CH2:21][NH:22][C:23](=[O:24])[C:15]4=[CH:14][C:13]=3[CH:12]=2)[CH2:6][CH2:5]1)([CH3:3])[CH3:2].[H-].[Na+].[C:27]([C:29]1[CH:30]=[C:31]([CH:34]=[CH:35][CH:36]=1)[CH2:32]Br)#[N:28]. No catalyst specified. The product is [CH:1]([N:4]1[CH2:9][CH2:8][CH:7]([O:10][C:11]2[CH:19]=[CH:18][C:17]3[N:16]4[CH2:20][CH2:21][N:22]([CH2:32][C:31]5[CH:30]=[C:29]([CH:36]=[CH:35][CH:34]=5)[C:27]#[N:28])[C:23](=[O:24])[C:15]4=[CH:14][C:13]=3[CH:12]=2)[CH2:6][CH2:5]1)([CH3:3])[CH3:2]. The yield is 0.660. (3) The reactants are [OH:1][C:2]1[CH:9]=[CH:8][C:5]([CH:6]=[O:7])=[C:4]([N+:10]([O-:12])=[O:11])[C:3]=1[O:13][CH3:14].Br[CH2:16][C:17]([O:19][CH3:20])=[O:18].C(=O)([O-])[O-].[K+].[K+]. The catalyst is CN(C=O)C. The product is [CH:6]([C:5]1[CH:8]=[CH:9][C:2]([O:1][CH2:16][C:17]([O:19][CH3:20])=[O:18])=[C:3]([O:13][CH3:14])[C:4]=1[N+:10]([O-:12])=[O:11])=[O:7]. The yield is 0.840. (4) The reactants are Br[CH2:2][C:3]1[C:7]([C:8]([O:10]C(C)(C)C)=[O:9])=[CH:6][N:5]([C:15]2[CH:20]=[CH:19][CH:18]=[CH:17][C:16]=2[F:21])[N:4]=1.[CH3:22][O-:23].[Na+].[OH-].[Na+]. The catalyst is CO. The product is [F:21][C:16]1[CH:17]=[CH:18][CH:19]=[CH:20][C:15]=1[N:5]1[CH:6]=[C:7]([C:8]([OH:10])=[O:9])[C:3]([CH2:2][O:23][CH3:22])=[N:4]1. The yield is 0.660.